Dataset: NCI-60 drug combinations with 297,098 pairs across 59 cell lines. Task: Regression. Given two drug SMILES strings and cell line genomic features, predict the synergy score measuring deviation from expected non-interaction effect. (1) Drug 1: CC1=CC=C(C=C1)C2=CC(=NN2C3=CC=C(C=C3)S(=O)(=O)N)C(F)(F)F. Drug 2: COC1=NC(=NC2=C1N=CN2C3C(C(C(O3)CO)O)O)N. Cell line: SF-295. Synergy scores: CSS=1.98, Synergy_ZIP=9.34, Synergy_Bliss=5.96, Synergy_Loewe=-7.53, Synergy_HSA=-6.41. (2) Drug 1: C1=C(C(=O)NC(=O)N1)N(CCCl)CCCl. Drug 2: CC1=C(C=C(C=C1)NC(=O)C2=CC=C(C=C2)CN3CCN(CC3)C)NC4=NC=CC(=N4)C5=CN=CC=C5. Cell line: UACC-257. Synergy scores: CSS=-5.69, Synergy_ZIP=-3.37, Synergy_Bliss=-5.91, Synergy_Loewe=-8.88, Synergy_HSA=-7.16. (3) Drug 1: C1=CC(=CC=C1CCC2=CNC3=C2C(=O)NC(=N3)N)C(=O)NC(CCC(=O)O)C(=O)O. Drug 2: CCCS(=O)(=O)NC1=C(C(=C(C=C1)F)C(=O)C2=CNC3=C2C=C(C=N3)C4=CC=C(C=C4)Cl)F. Cell line: CAKI-1. Synergy scores: CSS=17.4, Synergy_ZIP=4.00, Synergy_Bliss=0.749, Synergy_Loewe=-1.03, Synergy_HSA=3.07. (4) Drug 1: C1=NC2=C(N1)C(=S)N=C(N2)N. Drug 2: CN1C(=O)N2C=NC(=C2N=N1)C(=O)N. Cell line: SK-MEL-2. Synergy scores: CSS=18.7, Synergy_ZIP=-2.75, Synergy_Bliss=-2.87, Synergy_Loewe=-15.8, Synergy_HSA=-6.31. (5) Drug 1: CS(=O)(=O)CCNCC1=CC=C(O1)C2=CC3=C(C=C2)N=CN=C3NC4=CC(=C(C=C4)OCC5=CC(=CC=C5)F)Cl. Drug 2: C(CCl)NC(=O)N(CCCl)N=O. Cell line: HCT116. Synergy scores: CSS=10.2, Synergy_ZIP=-1.28, Synergy_Bliss=0.218, Synergy_Loewe=1.42, Synergy_HSA=1.48. (6) Drug 1: C1=C(C(=O)NC(=O)N1)F. Drug 2: CC1C(C(CC(O1)OC2CC(OC(C2O)C)OC3=CC4=CC5=C(C(=O)C(C(C5)C(C(=O)C(C(C)O)O)OC)OC6CC(C(C(O6)C)O)OC7CC(C(C(O7)C)O)OC8CC(C(C(O8)C)O)(C)O)C(=C4C(=C3C)O)O)O)O. Cell line: SN12C. Synergy scores: CSS=19.2, Synergy_ZIP=-0.955, Synergy_Bliss=-2.40, Synergy_Loewe=-1.93, Synergy_HSA=-1.67. (7) Drug 1: CC1=C(C=C(C=C1)C(=O)NC2=CC(=CC(=C2)C(F)(F)F)N3C=C(N=C3)C)NC4=NC=CC(=N4)C5=CN=CC=C5. Drug 2: CC1=C2C(C(=O)C3(C(CC4C(C3C(C(C2(C)C)(CC1OC(=O)C(C(C5=CC=CC=C5)NC(=O)C6=CC=CC=C6)O)O)OC(=O)C7=CC=CC=C7)(CO4)OC(=O)C)O)C)OC(=O)C. Cell line: A549. Synergy scores: CSS=13.8, Synergy_ZIP=1.29, Synergy_Bliss=5.45, Synergy_Loewe=-7.90, Synergy_HSA=-2.41.